From a dataset of Catalyst prediction with 721,799 reactions and 888 catalyst types from USPTO. Predict which catalyst facilitates the given reaction. Reactant: [N+:1]([C:4]1[CH:5]=[C:6]2[C:11](=[CH:12][C:13]=1[C:14]([OH:16])=[O:15])[N:10]=[C:9]([C:17]([F:20])([F:19])[F:18])[CH:8]=[CH:7]2)([O-])=O. Product: [NH2:1][C:4]1[CH:5]=[C:6]2[C:11](=[CH:12][C:13]=1[C:14]([OH:16])=[O:15])[N:10]=[C:9]([C:17]([F:20])([F:18])[F:19])[CH:8]=[CH:7]2. The catalyst class is: 171.